From a dataset of Forward reaction prediction with 1.9M reactions from USPTO patents (1976-2016). Predict the product of the given reaction. (1) The product is: [Br:13][C:14]1[CH:15]=[CH:16][C:17]([C@H:20]([NH2:25])[CH:21]([F:23])[F:22])=[CH:18][CH:19]=1. Given the reactants BrC1C=CC(C(=O)C(F)F)=CC=1.[Br:13][C:14]1[CH:19]=[CH:18][C:17]([C@H:20]([NH2:25])[C:21](F)([F:23])[F:22])=[CH:16][CH:15]=1, predict the reaction product. (2) The product is: [Cl:8][C:6]1[N:5]=[C:4]([S:9][CH3:10])[N:3]=[C:2]([NH:11][C:12]2[S:13][C:14]([C:17]#[N:18])=[CH:15][N:16]=2)[CH:7]=1. Given the reactants Cl[C:2]1[CH:7]=[C:6]([Cl:8])[N:5]=[C:4]([S:9][CH3:10])[N:3]=1.[NH2:11][C:12]1[S:13][C:14]([C:17]#[N:18])=[CH:15][N:16]=1.[O-]P([O-])([O-])=O.[K+].[K+].[K+], predict the reaction product.